From a dataset of Forward reaction prediction with 1.9M reactions from USPTO patents (1976-2016). Predict the product of the given reaction. (1) Given the reactants [CH3:1][S:2]([NH:5][C:6]1[CH:11]=[CH:10][C:9]([NH:12][C:13](=[O:17])[C:14]([OH:16])=O)=[CH:8][CH:7]=1)(=[O:4])=[O:3].[CH3:18][O:19][C:20]1[CH:32]=[CH:31][C:23]([CH2:24][CH:25]2[CH2:30][CH2:29][NH:28][CH2:27][CH2:26]2)=[CH:22][CH:21]=1, predict the reaction product. The product is: [CH3:1][S:2]([NH:5][C:6]1[CH:7]=[CH:8][C:9]([NH:12][C:13](=[O:17])[C:14]([N:28]2[CH2:29][CH2:30][CH:25]([CH2:24][C:23]3[CH:22]=[CH:21][C:20]([O:19][CH3:18])=[CH:32][CH:31]=3)[CH2:26][CH2:27]2)=[O:16])=[CH:10][CH:11]=1)(=[O:3])=[O:4]. (2) Given the reactants [CH3:1][C:2]1[N:12]2[C:13]3[C:8]([O:9][CH2:10][CH:11]2[CH2:14][OH:15])=[CH:7][CH:6]=[CH:5][C:4]=3[N:3]=1.[C:16]1([CH3:26])[CH:21]=[CH:20][C:19]([S:22](Cl)(=[O:24])=[O:23])=[CH:18][CH:17]=1, predict the reaction product. The product is: [CH3:1][C:2]1[N:12]2[C:13]3[C:8]([O:9][CH2:10][CH:11]2[CH2:14][O:15][S:22]([C:19]2[CH:20]=[CH:21][C:16]([CH3:26])=[CH:17][CH:18]=2)(=[O:24])=[O:23])=[CH:7][CH:6]=[CH:5][C:4]=3[N:3]=1. (3) Given the reactants [Cl:1][C:2]1[CH:7]=[CH:6][C:5]([N:8]2[C:12]([CH:13]([CH:17]3[CH2:22][CH2:21][CH2:20][CH2:19][CH2:18]3)[C:14](O)=[O:15])=[C:11]3[CH2:23][CH2:24][CH2:25][CH2:26][CH2:27][C:10]3=[N:9]2)=[CH:4][CH:3]=1.S(Cl)(Cl)=O.[CH:32]1([NH2:38])[CH2:37][CH2:36][CH2:35][CH2:34][CH2:33]1, predict the reaction product. The product is: [Cl:1][C:2]1[CH:3]=[CH:4][C:5]([N:8]2[C:12]([CH:13]([CH:17]3[CH2:18][CH2:19][CH2:20][CH2:21][CH2:22]3)[C:14]([NH:38][CH:32]3[CH2:37][CH2:36][CH2:35][CH2:34][CH2:33]3)=[O:15])=[C:11]3[CH2:23][CH2:24][CH2:25][CH2:26][CH2:27][C:10]3=[N:9]2)=[CH:6][CH:7]=1. (4) The product is: [Cl:1][C:2]1[N:3]=[C:4]([NH:19][NH:20][C:28](=[O:29])[C@H:27]([CH2:26][CH:21]2[CH2:22][CH2:23][CH2:24][CH2:25]2)[CH2:31][N:32]([O:33][CH2:34][C:35]2[CH:36]=[CH:37][CH:38]=[CH:39][CH:40]=2)[CH:41]=[O:42])[C:5]([F:18])=[C:6]([N:8]2[CH2:9][CH:10]([N:15]([CH3:16])[CH3:17])[CH2:11][C:12]2([CH3:14])[CH3:13])[N:7]=1. Given the reactants [Cl:1][C:2]1[N:7]=[C:6]([N:8]2[C:12]([CH3:14])([CH3:13])[CH2:11][CH:10]([N:15]([CH3:17])[CH3:16])[CH2:9]2)[C:5]([F:18])=[C:4]([NH:19][NH2:20])[N:3]=1.[CH:21]1([CH2:26][C@H:27]([CH2:31][N:32]([CH:41]=[O:42])[O:33][CH2:34][C:35]2[CH:40]=[CH:39][CH:38]=[CH:37][CH:36]=2)[C:28](O)=[O:29])[CH2:25][CH2:24][CH2:23][CH2:22]1.CN1CCOCC1.ON1C2N=CC=CC=2N=N1.C(Cl)CCl, predict the reaction product.